Task: Predict the reaction yield, written as a fraction of the theoretical maximum amount of product (1.0 means a 100% yield; for example, 0.34 means a 34% yield).. Dataset: Reaction yield outcomes from USPTO patents with 853,638 reactions (1) The reactants are [CH3:1][C:2]1([CH3:12])[C:11]2[C:6](=[CH:7][CH:8]=[CH:9][CH:10]=2)[NH:5][CH2:4][CH2:3]1.[N+:13]([O-])([O-:15])=[O:14].[K+].C([O-])([O-])=O.[Na+].[Na+]. The catalyst is OS(O)(=O)=O. The product is [CH3:1][C:2]1([CH3:12])[C:11]2[C:6](=[CH:7][C:8]([N+:13]([O-:15])=[O:14])=[CH:9][CH:10]=2)[NH:5][CH2:4][CH2:3]1. The yield is 0.500. (2) The yield is 0.720. The catalyst is C1COCC1. The product is [CH3:29][O:30][C:31](=[O:38])[CH2:32][CH2:33][CH2:34][CH2:35][CH:36]=[C:2]([CH3:4])[CH3:3]. The reactants are [Br-].[CH:2]([P+](C1C=CC=CC=1)(C1C=CC=CC=1)C1C=CC=CC=1)([CH3:4])[CH3:3].[Li]CCCC.[CH3:29][O:30][C:31](=[O:38])[CH2:32][CH2:33][CH2:34][CH2:35][CH:36]=O.O. (3) The reactants are [C:1]1([C:7]2([OH:13])[CH2:12][CH2:11][NH:10][CH2:9][CH2:8]2)[CH:6]=[CH:5][CH:4]=[CH:3][CH:2]=1.N1C(C)=CC=CC=1C.[I-].[K+].Br[CH2:25][CH2:26][CH:27]=[C:28]1[C:34]2[CH:35]=[CH:36][CH:37]=[N:38][C:33]=2[CH2:32][O:31][C:30]2[CH:39]=[CH:40][C:41]([C:43]([OH:46])([CH3:45])[CH3:44])=[CH:42][C:29]1=2. The catalyst is C(O)(C)C. The product is [OH:46][C:43]([C:41]1[CH:40]=[CH:39][C:30]2[O:31][CH2:32][C:33]3[N:38]=[CH:37][CH:36]=[CH:35][C:34]=3[C:28](=[CH:27][CH2:26][CH2:25][N:10]3[CH2:11][CH2:12][C:7]([C:1]4[CH:2]=[CH:3][CH:4]=[CH:5][CH:6]=4)([OH:13])[CH2:8][CH2:9]3)[C:29]=2[CH:42]=1)([CH3:45])[CH3:44]. The yield is 0.500. (4) The reactants are [C:1]([O:5][C:6]([N:8]1[CH2:13][CH2:12][N:11]([C:14]2[CH:19]=[CH:18][C:17]([CH:20]=O)=[CH:16][CH:15]=2)[CH2:10][CH2:9]1)=[O:7])([CH3:4])([CH3:3])[CH3:2].[BH-](OC(C)=O)(OC(C)=O)OC(C)=O.[Na+].[NH:36]1[CH2:41][CH2:40][O:39][CH2:38][CH2:37]1. The catalyst is C(Cl)Cl. The product is [C:1]([O:5][C:6]([N:8]1[CH2:13][CH2:12][N:11]([C:14]2[CH:19]=[CH:18][C:17]([CH2:20][N:36]3[CH2:41][CH2:40][O:39][CH2:38][CH2:37]3)=[CH:16][CH:15]=2)[CH2:10][CH2:9]1)=[O:7])([CH3:4])([CH3:3])[CH3:2]. The yield is 0.960.